This data is from Forward reaction prediction with 1.9M reactions from USPTO patents (1976-2016). The task is: Predict the product of the given reaction. (1) Given the reactants [C:1]([C:5]1[CH:10]=[CH:9][C:8]([S:11](Cl)(=[O:13])=[O:12])=[CH:7][CH:6]=1)([CH3:4])([CH3:3])[CH3:2].[NH2:15][C:16]1[CH:21]=[CH:20][C:19]([Cl:22])=[CH:18][C:17]=1[C:23]([C:25]1[C:33]2[C:28](=[CH:29][CH:30]=[CH:31][CH:32]=2)[N:27]([CH3:34])[N:26]=1)=[O:24], predict the reaction product. The product is: [C:1]([C:5]1[CH:10]=[CH:9][C:8]([S:11]([NH:15][C:16]2[CH:21]=[CH:20][C:19]([Cl:22])=[CH:18][C:17]=2[C:23]([C:25]2[C:33]3[C:28](=[CH:29][CH:30]=[CH:31][CH:32]=3)[N:27]([CH3:34])[N:26]=2)=[O:24])(=[O:13])=[O:12])=[CH:7][CH:6]=1)([CH3:4])([CH3:3])[CH3:2]. (2) Given the reactants [N:1]1([C:7]2[N:15]=[C:14]3[C:10]([NH:11][CH:12]=[N:13]3)=[C:9]([N:16]3[CH2:21][CH2:20][O:19][CH2:18][CH2:17]3)[N:8]=2)[CH2:6][CH2:5][O:4][CH2:3][CH2:2]1.[H-].[Na+].[CH3:24][Si:25]([CH3:32])([CH3:31])[CH2:26][CH2:27][O:28][CH2:29]Cl.O, predict the reaction product. The product is: [N:1]1([C:7]2[N:15]=[C:14]3[C:10]([N:11]([CH2:29][O:28][CH2:27][CH2:26][Si:25]([CH3:32])([CH3:31])[CH3:24])[CH:12]=[N:13]3)=[C:9]([N:16]3[CH2:17][CH2:18][O:19][CH2:20][CH2:21]3)[N:8]=2)[CH2:6][CH2:5][O:4][CH2:3][CH2:2]1. (3) The product is: [CH2:25]([O:32][C:33](=[O:50])[C:34]([CH3:35])([O:36][C:37]1[CH:42]=[CH:41][CH:40]=[C:39]([CH:43]2[CH2:48][CH2:47][CH2:46][N:45]([C:13](=[O:14])[NH:8][CH2:7][C:6]3[CH:9]=[CH:10][C:3]([C:2]([F:11])([F:12])[F:1])=[CH:4][CH:5]=3)[CH2:44]2)[CH:38]=1)[CH3:49])[C:26]1[CH:31]=[CH:30][CH:29]=[CH:28][CH:27]=1. Given the reactants [F:1][C:2]([F:12])([F:11])[C:3]1[CH:10]=[CH:9][C:6]([CH2:7][NH2:8])=[CH:5][CH:4]=1.[C:13](N1C=CN=C1)(N1C=CN=C1)=[O:14].[CH2:25]([O:32][C:33](=[O:50])[C:34]([CH3:49])([O:36][C:37]1[CH:42]=[CH:41][CH:40]=[C:39]([CH:43]2[CH2:48][CH2:47][CH2:46][NH:45][CH2:44]2)[CH:38]=1)[CH3:35])[C:26]1[CH:31]=[CH:30][CH:29]=[CH:28][CH:27]=1.Cl, predict the reaction product. (4) Given the reactants [CH2:1]([N:3]1[C:12]2[C:7](=[CH:8][C:9]([NH:13][C:14](=[O:21])[CH2:15][CH:16]([CH3:20])[CH2:17][CH2:18][OH:19])=[CH:10][CH:11]=2)[C:6](=[O:22])[N:5]([CH2:23][CH3:24])[C:4]1=[O:25])[CH3:2].C1CCN(C(N=NC(N2CCCCC2)=O)=O)CC1.C(P(CCCC)CCCC)CCC.[F:57][C:58]1[CH:59]=[C:60](O)[CH:61]=[CH:62][CH:63]=1, predict the reaction product. The product is: [CH2:1]([N:3]1[C:12]2[C:7](=[CH:8][C:9]([NH:13][C:14](=[O:21])[CH2:15][CH:16]([CH3:20])[CH2:17][CH2:18][O:19][C:62]3[CH:61]=[CH:60][CH:59]=[C:58]([F:57])[CH:63]=3)=[CH:10][CH:11]=2)[C:6](=[O:22])[N:5]([CH2:23][CH3:24])[C:4]1=[O:25])[CH3:2]. (5) The product is: [NH2:11][C:3]1[CH:4]=[C:5]([CH:9]=[CH:10][C:2]=1[CH3:1])[C:6]([NH:16][CH2:14][CH3:15])=[O:7]. Given the reactants [CH3:1][C:2]1[CH:10]=[CH:9][C:5]([C:6](Cl)=[O:7])=[CH:4][C:3]=1[N+:11]([O-])=O.[CH2:14]([NH2:16])[CH3:15], predict the reaction product.